Task: Predict the reactants needed to synthesize the given product.. Dataset: Full USPTO retrosynthesis dataset with 1.9M reactions from patents (1976-2016) Given the product [Cl:1][C:2]1[CH:7]=[CH:6][C:5]([NH:8][C:9]([CH:11]2[CH2:16][N:15]([C:17](=[O:29])[C:18]3[CH:23]=[CH:22][CH:21]=[C:20]([C:24]4[O:25][CH:26]=[CH:27][CH:28]=4)[CH:19]=3)[CH2:14][CH2:13][N:12]2[C:31]([NH:30][CH:33]([CH3:35])[CH3:34])=[O:32])=[O:10])=[CH:4][CH:3]=1, predict the reactants needed to synthesize it. The reactants are: [Cl:1][C:2]1[CH:7]=[CH:6][C:5]([NH:8][C:9]([CH:11]2[CH2:16][N:15]([C:17](=[O:29])[C:18]3[CH:23]=[CH:22][CH:21]=[C:20]([C:24]4[O:25][CH:26]=[CH:27][CH:28]=4)[CH:19]=3)[CH2:14][CH2:13][NH:12]2)=[O:10])=[CH:4][CH:3]=1.[N:30]([CH:33]([CH3:35])[CH3:34])=[C:31]=[O:32].